The task is: Predict the reactants needed to synthesize the given product.. This data is from Full USPTO retrosynthesis dataset with 1.9M reactions from patents (1976-2016). (1) Given the product [CH:6]1[C:11]2[CH:12]([CH2:14][O:15][C:16]([N:18]3[CH2:23][C@@H:22]([NH:24][C:25](=[O:26])[CH2:42][C:40]4[CH:39]=[CH:49][CH:48]=[CH:76][CH:41]=4)[CH2:21][C@@H:20]([C:32](=[O:34])[N:53]([CH:50]4[CH2:51][CH2:52]4)[C:54]4[CH:55]=[CH:56][C:57]5[O:62][C:61]([CH3:64])([CH3:63])[C:60](=[O:65])[N:59]([CH2:66][CH2:67][CH2:68][O:69][CH3:70])[C:58]=5[CH:71]=4)[CH2:19]3)=[O:17])[C:13]3[C:1](=[CH:2][CH:3]=[CH:4][CH:5]=3)[C:10]=2[CH:9]=[CH:8][CH:7]=1, predict the reactants needed to synthesize it. The reactants are: [CH:1]1[C:13]2[CH:12]([CH2:14][O:15][C:16]([N:18]3[CH2:23][C@@H:22]([NH:24][C:25](OC(C)(C)C)=[O:26])[CH2:21][C@@H:20]([C:32]([OH:34])=O)[CH2:19]3)=[O:17])[C:11]3[C:6](=[CH:7][CH:8]=[CH:9][CH:10]=3)[C:5]=2[CH:4]=[CH:3][CH:2]=1.ClC(O[CH2:39][CH:40]([CH3:42])[CH3:41])=O.CCN([CH2:48][CH3:49])CC.[CH:50]1([NH:53][C:54]2[CH:55]=[CH:56][C:57]3[O:62][C:61]([CH3:64])([CH3:63])[C:60](=[O:65])[N:59]([CH2:66][CH2:67][CH2:68][O:69][CH3:70])[C:58]=3[CH:71]=2)[CH2:52][CH2:51]1.[Mg+2].[Br-].[Br-].O(CC)[CH2:76]C. (2) The reactants are: [Cl:1][C:2]1[CH:3]=[C:4]([C:8]2[C:12]3[CH2:13][C:14]4[S:15][CH:16]=[CH:17][C:18]=4[C:11]=3[NH:10][N:9]=2)[CH:5]=[CH:6][CH:7]=1.C([O-])([O-])=[O:20].[Cs+].[Cs+]. Given the product [Cl:1][C:2]1[CH:3]=[C:4]([C:8]2[C:12]3[C:13](=[O:20])[C:14]4[S:15][CH:16]=[CH:17][C:18]=4[C:11]=3[NH:10][N:9]=2)[CH:5]=[CH:6][CH:7]=1, predict the reactants needed to synthesize it. (3) The reactants are: [BH4-].[Li+].C[O:4][C:5](=O)[C:6]1[CH:11]=[CH:10][C:9]([CH:12]2[CH2:14][CH2:13]2)=[C:8]([O:15][C:16]([F:19])([F:18])[F:17])[CH:7]=1.Cl. Given the product [CH:12]1([C:9]2[CH:10]=[CH:11][C:6]([CH2:5][OH:4])=[CH:7][C:8]=2[O:15][C:16]([F:17])([F:18])[F:19])[CH2:14][CH2:13]1, predict the reactants needed to synthesize it.